This data is from Forward reaction prediction with 1.9M reactions from USPTO patents (1976-2016). The task is: Predict the product of the given reaction. (1) Given the reactants [C:1]([NH:4][C@@H:5]1[CH2:10][C@H:9]([NH:11][CH:12]([CH3:14])[CH3:13])[CH2:8][CH2:7][C@@H:6]1[N:15]1[CH2:19][CH2:18][C@H:17]([NH:20][C:21](=[O:30])[O:22][CH2:23][C:24]2[CH:29]=[CH:28][CH:27]=[CH:26][CH:25]=2)[C:16]1=[O:31])(=[O:3])[CH3:2].C=O.[CH2:34](N(CC)CC)C.C(O[BH-](OC(=O)C)OC(=O)C)(=O)C.[Na+], predict the reaction product. The product is: [C:1]([NH:4][C@@H:5]1[CH2:10][C@H:9]([N:11]([CH:12]([CH3:14])[CH3:13])[CH3:34])[CH2:8][CH2:7][C@@H:6]1[N:15]1[CH2:19][CH2:18][C@H:17]([NH:20][C:21](=[O:30])[O:22][CH2:23][C:24]2[CH:29]=[CH:28][CH:27]=[CH:26][CH:25]=2)[C:16]1=[O:31])(=[O:3])[CH3:2]. (2) The product is: [NH2:3][C:4]1[C:5]2[C:30]([CH3:36])([C:31]([NH:1][NH2:2])=[O:33])[C:29](=[O:37])[NH:28][C:6]=2[N:7]=[C:8]([C:10]2[C:18]3[C:13](=[N:14][CH:15]=[CH:16][CH:17]=3)[N:12]([CH2:19][CH2:20][C:21]([F:27])([F:26])[C:22]([F:24])([F:23])[F:25])[N:11]=2)[N:9]=1. Given the reactants [NH2:1][NH2:2].[NH2:3][C:4]1[C:5]2[C:30]([CH3:36])([C:31]([O:33]CC)=O)[C:29](=[O:37])[NH:28][C:6]=2[N:7]=[C:8]([C:10]2[C:18]3[C:13](=[N:14][CH:15]=[CH:16][CH:17]=3)[N:12]([CH2:19][CH2:20][C:21]([F:27])([F:26])[C:22]([F:25])([F:24])[F:23])[N:11]=2)[N:9]=1, predict the reaction product. (3) The product is: [Br:10][C:11]1[CH:21]=[CH:20][C:14]([C:15]2[NH:8][CH:1]3[CH2:6][CH2:5][CH2:4][CH2:3][CH:2]3[N:7]=2)=[CH:13][CH:12]=1. Given the reactants [CH:1]1([NH2:8])[CH2:6][CH2:5][CH2:4][CH2:3][CH:2]1[NH2:7].Cl.[Br:10][C:11]1[CH:21]=[CH:20][C:14]([C:15](=N)OCC)=[CH:13][CH:12]=1.C([O-])([O-])=O.[Na+].[Na+], predict the reaction product. (4) The product is: [CH:7]1([NH:13][CH2:26][CH2:25][O:24][C:15]2[CH:16]=[CH:17][C:18]3[C:23](=[CH:22][CH:21]=[CH:20][CH:19]=3)[CH:14]=2)[CH2:12][CH2:11][CH2:10][CH2:9][CH2:8]1. Given the reactants C(=O)([O-])[O-].[K+].[K+].[CH:7]1([NH2:13])[CH2:12][CH2:11][CH2:10][CH2:9][CH2:8]1.[CH:14]1[C:23]2[C:18](=[CH:19][CH:20]=[CH:21][CH:22]=2)[CH:17]=[CH:16][C:15]=1[O:24][CH2:25][CH2:26]Cl, predict the reaction product. (5) Given the reactants [CH2:1]([C:3]1[CH:25]=[CH:24][CH:23]=[CH:22][C:4]=1[NH:5][C:6]1[C:15]2[C:10](=[CH:11][C:12]([OH:18])=[C:13]([O:16][CH3:17])[CH:14]=2)[N:9]=[CH:8][C:7]=1[C:19]([NH2:21])=[O:20])[CH3:2].C([O-])([O-])=O.[Cs+].[Cs+].Br[CH2:33][CH2:34][O:35][CH3:36], predict the reaction product. The product is: [CH2:1]([C:3]1[CH:25]=[CH:24][CH:23]=[CH:22][C:4]=1[NH:5][C:6]1[C:15]2[C:10](=[CH:11][C:12]([O:18][CH2:33][CH2:34][O:35][CH3:36])=[C:13]([O:16][CH3:17])[CH:14]=2)[N:9]=[CH:8][C:7]=1[C:19]([NH2:21])=[O:20])[CH3:2]. (6) Given the reactants [NH2:1][C:2]1[CH:7]=[C:6]([Cl:8])[CH:5]=[CH:4][C:3]=1[S:9][CH2:10][C:11]1[N:12]=[C:13]([NH:16][C:17](=[O:23])[O:18][C:19]([CH3:22])([CH3:21])[CH3:20])[S:14][CH:15]=1.[O:24]1[C:28]2[CH:29]=[CH:30][CH:31]=[CH:32][C:27]=2[CH:26]=[C:25]1[S:33](Cl)(=[O:35])=[O:34], predict the reaction product. The product is: [O:24]1[C:28]2[CH:29]=[CH:30][CH:31]=[CH:32][C:27]=2[CH:26]=[C:25]1[S:33]([NH:1][C:2]1[CH:7]=[C:6]([Cl:8])[CH:5]=[CH:4][C:3]=1[S:9][CH2:10][C:11]1[N:12]=[C:13]([NH:16][C:17](=[O:23])[O:18][C:19]([CH3:20])([CH3:22])[CH3:21])[S:14][CH:15]=1)(=[O:35])=[O:34]. (7) The product is: [C:13]([C:17]1[CH:43]=[CH:42][C:20]([CH2:21][O:22][C:23]2[CH:24]=[C:25]([CH:39]=[CH:40][CH:41]=2)[C:26]([NH:28][C:29]2[CH:34]=[CH:33][CH:32]=[CH:31][C:30]=2[S:35]([NH:36][C:1](=[O:11])[CH2:2][CH2:3][CH2:4][CH2:5][CH2:6][CH2:7][CH2:8][CH2:9][CH3:10])(=[O:37])=[O:38])=[O:27])=[CH:19][CH:18]=1)([CH3:16])([CH3:14])[CH3:15]. Given the reactants [C:1](Cl)(=[O:11])[CH2:2][CH2:3][CH2:4][CH2:5][CH2:6][CH2:7][CH2:8][CH2:9][CH3:10].[C:13]([C:17]1[CH:43]=[CH:42][C:20]([CH2:21][O:22][C:23]2[CH:24]=[C:25]([CH:39]=[CH:40][CH:41]=2)[C:26]([NH:28][C:29]2[CH:34]=[CH:33][CH:32]=[CH:31][C:30]=2[S:35](=[O:38])(=[O:37])[NH2:36])=[O:27])=[CH:19][CH:18]=1)([CH3:16])([CH3:15])[CH3:14], predict the reaction product. (8) Given the reactants [CH3:1][CH2:2][C@H:3]1[O:18][C:16](=[O:17])[C@H:15]([CH3:19])[C@@H:14]([O:20][C@@H:21]2[O:26][C@@H:25]([CH3:27])[C@H:24]([OH:28])[C@@:23]([O:30][CH3:31])([CH3:29])[CH2:22]2)[C@H:13]([CH3:32])[C@@H:12]([O:33][C@@H:34]2[O:39][C@H:38]([CH3:40])[CH2:37][C@H:36]([N:41]([CH3:43])[CH3:42])[C@H:35]2[OH:44])[C@@:11]([OH:46])([CH3:45])[CH2:10][C@@H:9]([CH3:47])[CH2:8][NH:7][C@H:6]([CH3:48])[C@@H:5]([OH:49])[C@@:4]1([OH:51])[CH3:50].C=O.[CH:54](O)=O.O, predict the reaction product. The product is: [CH3:1][CH2:2][C@H:3]1[O:18][C:16](=[O:17])[C@H:15]([CH3:19])[C@@H:14]([O:20][C@@H:21]2[O:26][C@@H:25]([CH3:27])[C@H:24]([OH:28])[C@@:23]([O:30][CH3:31])([CH3:29])[CH2:22]2)[C@H:13]([CH3:32])[C@@H:12]([O:33][C@@H:34]2[O:39][C@H:38]([CH3:40])[CH2:37][C@H:36]([N:41]([CH3:43])[CH3:42])[C@H:35]2[OH:44])[C@@:11]([OH:46])([CH3:45])[CH2:10][C@@H:9]([CH3:47])[CH2:8][N:7]([CH3:54])[C@H:6]([CH3:48])[C@@H:5]([OH:49])[C@@:4]1([OH:51])[CH3:50].